From a dataset of NCI-60 drug combinations with 297,098 pairs across 59 cell lines. Regression. Given two drug SMILES strings and cell line genomic features, predict the synergy score measuring deviation from expected non-interaction effect. (1) Drug 1: CC1C(C(=O)NC(C(=O)N2CCCC2C(=O)N(CC(=O)N(C(C(=O)O1)C(C)C)C)C)C(C)C)NC(=O)C3=C4C(=C(C=C3)C)OC5=C(C(=O)C(=C(C5=N4)C(=O)NC6C(OC(=O)C(N(C(=O)CN(C(=O)C7CCCN7C(=O)C(NC6=O)C(C)C)C)C)C(C)C)C)N)C. Drug 2: C(CC(=O)O)C(=O)CN.Cl. Cell line: HL-60(TB). Synergy scores: CSS=50.0, Synergy_ZIP=-1.57, Synergy_Bliss=-2.92, Synergy_Loewe=-65.8, Synergy_HSA=-2.45. (2) Drug 1: COC1=NC(=NC2=C1N=CN2C3C(C(C(O3)CO)O)O)N. Drug 2: C1CN1C2=NC(=NC(=N2)N3CC3)N4CC4. Cell line: M14. Synergy scores: CSS=28.3, Synergy_ZIP=3.69, Synergy_Bliss=6.87, Synergy_Loewe=-8.49, Synergy_HSA=5.59. (3) Drug 1: CC1=C(C=C(C=C1)NC(=O)C2=CC=C(C=C2)CN3CCN(CC3)C)NC4=NC=CC(=N4)C5=CN=CC=C5. Drug 2: C(=O)(N)NO. Cell line: SNB-19. Synergy scores: CSS=1.80, Synergy_ZIP=-0.816, Synergy_Bliss=-0.275, Synergy_Loewe=-0.346, Synergy_HSA=-0.312. (4) Drug 1: CN1CCC(CC1)COC2=C(C=C3C(=C2)N=CN=C3NC4=C(C=C(C=C4)Br)F)OC. Drug 2: CC1=CC2C(CCC3(C2CCC3(C(=O)C)OC(=O)C)C)C4(C1=CC(=O)CC4)C. Cell line: OVCAR-5. Synergy scores: CSS=17.9, Synergy_ZIP=-2.76, Synergy_Bliss=2.95, Synergy_Loewe=-18.5, Synergy_HSA=-0.241. (5) Drug 1: CC1=C(C(CCC1)(C)C)C=CC(=CC=CC(=CC(=O)O)C)C. Drug 2: C1CN(CCN1C(=O)CCBr)C(=O)CCBr. Cell line: SN12C. Synergy scores: CSS=16.9, Synergy_ZIP=-9.91, Synergy_Bliss=-4.76, Synergy_Loewe=-3.22, Synergy_HSA=-0.504. (6) Drug 1: C1=CN(C(=O)N=C1N)C2C(C(C(O2)CO)O)O.Cl. Drug 2: COC1=C2C(=CC3=C1OC=C3)C=CC(=O)O2. Cell line: M14. Synergy scores: CSS=45.9, Synergy_ZIP=4.88, Synergy_Bliss=5.42, Synergy_Loewe=-32.3, Synergy_HSA=3.06.